From a dataset of hERG Central: cardiac toxicity at 1µM, 10µM, and general inhibition. Predict hERG channel inhibition at various concentrations. The compound is CCN(CC1CCCN(CCc2cccc(OC)c2)C1)C(=O)c1ccoc1C. Results: hERG_inhib (hERG inhibition (general)): blocker.